Dataset: Catalyst prediction with 721,799 reactions and 888 catalyst types from USPTO. Task: Predict which catalyst facilitates the given reaction. (1) Reactant: [F:1][C:2]1[CH:28]=[CH:27][C:5]2[N:6]=[C:7]([N:20]3[CH2:25][CH2:24][N:23]([CH3:26])[CH2:22][CH2:21]3)[C:8]3[C:13]4[CH:14]=[C:15]([O:18]C)[CH:16]=[CH:17][C:12]=4[S:11][C:9]=3[NH:10][C:4]=2[CH:3]=1.C(S)(S)C.[Al]. Product: [F:1][C:2]1[CH:28]=[CH:27][C:5]2[N:6]=[C:7]([N:20]3[CH2:21][CH2:22][N:23]([CH3:26])[CH2:24][CH2:25]3)[C:8]3[C:13]4[CH:14]=[C:15]([OH:18])[CH:16]=[CH:17][C:12]=4[S:11][C:9]=3[NH:10][C:4]=2[CH:3]=1. The catalyst class is: 4. (2) Reactant: [CH2:1]([NH:3][CH2:4][CH3:5])[CH3:2].CS(O[CH2:11][CH2:12][C@H:13]([NH:21]C(OC(C)(C)C)=O)[C:14]1[CH:19]=[CH:18][C:17]([Cl:20])=[CH:16][CH:15]=1)(=O)=O. Product: [Cl:20][C:17]1[CH:16]=[CH:15][C:14]([C@@H:13]([NH2:21])[CH2:12][CH2:11][N:3]([CH2:4][CH3:5])[CH2:1][CH3:2])=[CH:19][CH:18]=1. The catalyst class is: 1. (3) Reactant: [OH:1][CH:2]1[CH2:8][CH:7]2[N:9]([C:10]3[C:11]4[C:18]([C:19]5[CH:24]=[CH:23][CH:22]=[CH:21][CH:20]=5)=[C:17]([C:25]([O:27][CH3:28])=[O:26])[S:16][C:12]=4[N:13]=[CH:14][N:15]=3)[CH:4]([CH2:5][CH2:6]2)[CH2:3]1.CC(OI1(OC(C)=O)(OC(C)=O)OC(=O)C2C=CC=CC1=2)=O. Product: [O:1]=[C:2]1[CH2:3][CH:4]2[N:9]([C:10]3[C:11]4[C:18]([C:19]5[CH:24]=[CH:23][CH:22]=[CH:21][CH:20]=5)=[C:17]([C:25]([O:27][CH3:28])=[O:26])[S:16][C:12]=4[N:13]=[CH:14][N:15]=3)[CH:7]([CH2:6][CH2:5]2)[CH2:8]1. The catalyst class is: 2. (4) Reactant: [CH3:1][N:2]1[C:6]([NH2:7])=[CH:5][C:4]([C:8]2[CH:13]=[CH:12][CH:11]=[CH:10][CH:9]=2)=[N:3]1.C1N=CN([C:19](N2C=NC=C2)=[O:20])C=1.CCN(C(C)C)C(C)C.Cl.Cl.[CH3:37][O:38][CH2:39][CH2:40][N:41]1[CH2:45][C@@H:44]([C:46]2[CH:51]=[CH:50][CH:49]=[CH:48][CH:47]=2)[C@H:43]([NH2:52])[CH2:42]1. Product: [CH3:37][O:38][CH2:39][CH2:40][N:41]1[CH2:45][C@@H:44]([C:46]2[CH:51]=[CH:50][CH:49]=[CH:48][CH:47]=2)[C@H:43]([NH:52][C:19]([NH:7][C:6]2[N:2]([CH3:1])[N:3]=[C:4]([C:8]3[CH:9]=[CH:10][CH:11]=[CH:12][CH:13]=3)[CH:5]=2)=[O:20])[CH2:42]1. The catalyst class is: 2.